This data is from Full USPTO retrosynthesis dataset with 1.9M reactions from patents (1976-2016). The task is: Predict the reactants needed to synthesize the given product. (1) The reactants are: [NH2:1][C:2]1[CH:10]=[C:9]([Cl:11])[CH:8]=[CH:7][C:3]=1[C:4](O)=[O:5].C1C=CC2N(O)N=[N:18]C=2C=1.CCN=C=NCCCN(C)C.Cl.[NH4+].[OH-]. Given the product [NH2:1][C:2]1[CH:10]=[C:9]([Cl:11])[CH:8]=[CH:7][C:3]=1[C:4]([NH2:18])=[O:5], predict the reactants needed to synthesize it. (2) Given the product [Br:1][C:2]1[S:6][C:5]([C:7]2[CH:12]=[CH:11][N:10]=[C:9]([NH:14][CH2:15][CH2:16][N:17]3[CH2:21][CH2:20][NH:19][C:18]3=[O:22])[N:8]=2)=[CH:4][CH:3]=1, predict the reactants needed to synthesize it. The reactants are: [Br:1][C:2]1[S:6][C:5]([C:7]2[CH:12]=[CH:11][N:10]=[C:9](Cl)[N:8]=2)=[CH:4][CH:3]=1.[NH2:14][CH2:15][CH2:16][N:17]1[CH2:21][CH2:20][NH:19][C:18]1=[O:22]. (3) Given the product [Cl:3][C:4]1[CH:5]=[CH:6][C:7]([N+:12]([O-:14])=[O:13])=[C:8]([CH2:10][O:11][CH3:16])[CH:9]=1, predict the reactants needed to synthesize it. The reactants are: [OH-].[Na+].[Cl:3][C:4]1[CH:5]=[CH:6][C:7]([N+:12]([O-:14])=[O:13])=[C:8]([CH2:10][OH:11])[CH:9]=1.Cl[CH2:16]Cl. (4) Given the product [CH:23]1[CH:24]=[C:25]2[C:34]3[CH:35]=[CH:36][C:37]([OH:39])=[CH:38][C:33]=3[O:32][C:30](=[O:31])[C:26]2=[CH:27][CH:28]=1, predict the reactants needed to synthesize it. The reactants are: BrC1C=CC(OC)=CC=1C(O)=O.BrC1C=CC=CC=1C(O)=O.[CH:23]1[C:28](O)=[CH:27][C:26]2[C:30]([O:32][C:33]3[CH:38]=[C:37]([OH:39])[CH:36]=[CH:35][C:34]=3[C:25]=2[CH:24]=1)=[O:31]. (5) Given the product [F:16][C:17]1[CH:18]=[C:19]([N:32]2[CH2:36][C@H:35]([CH2:37][N:38]3[CH:42]=[CH:41][N:40]=[N:39]3)[O:34][C:33]2=[O:43])[CH:20]=[CH:21][C:22]=1[C:2]1[CH:7]=[N+:6]([O-:8])[C:5]([C:9]2[CH2:13][CH:12]([CH2:14][OH:15])[O:11][N:10]=2)=[CH:4][CH:3]=1, predict the reactants needed to synthesize it. The reactants are: Br[C:2]1[CH:3]=[CH:4][C:5]([C:9]2[CH2:13][CH:12]([CH2:14][OH:15])[O:11][N:10]=2)=[N+:6]([O-:8])[CH:7]=1.[F:16][C:17]1[CH:18]=[C:19]([N:32]2[CH2:36][C@H:35]([CH2:37][N:38]3[CH:42]=[CH:41][N:40]=[N:39]3)[O:34][C:33]2=[O:43])[CH:20]=[CH:21][C:22]=1B1OC(C)(C)C(C)(C)O1.C(=O)([O-])[O-].[K+].[K+]. (6) Given the product [F:1][C:2]([F:7])([F:6])[C:3]([OH:5])=[O:4].[F:8][C:9]([F:14])([F:13])[C:10]([OH:12])=[O:11].[F:15][C:16]([F:21])([F:20])[C:17]([OH:19])=[O:18].[Cl:22][C:23]1[CH:24]=[N:25][C:26]2[NH:27][C:28]3[CH:29]=[N:30][CH:31]=[C:32]([CH:53]=3)[CH2:33][CH2:34][C:35]3[CH:43]=[C:39]([NH:40][C:41]=1[N:42]=2)[CH:38]=[CH:37][C:36]=3[O:44][CH2:45][CH2:46][CH:47]1[CH2:48][CH2:49][N:50]([C:55]([NH:54][C:57]2[CH:58]=[N:59][CH:60]=[CH:61][CH:62]=2)=[O:56])[CH2:51][CH2:52]1, predict the reactants needed to synthesize it. The reactants are: [F:1][C:2]([F:7])([F:6])[C:3]([OH:5])=[O:4].[F:8][C:9]([F:14])([F:13])[C:10]([OH:12])=[O:11].[F:15][C:16]([F:21])([F:20])[C:17]([OH:19])=[O:18].[Cl:22][C:23]1[CH:24]=[N:25][C:26]2[NH:27][C:28]3[CH:29]=[N:30][CH:31]=[C:32]([CH:53]=3)[CH2:33][CH2:34][C:35]3[CH:43]=[C:39]([NH:40][C:41]=1[N:42]=2)[CH:38]=[CH:37][C:36]=3[O:44][CH2:45][CH2:46][CH:47]1[CH2:52][CH2:51][NH:50][CH2:49][CH2:48]1.[N:54]([C:57]1[CH:58]=[N:59][CH:60]=[CH:61][CH:62]=1)=[C:55]=[O:56]. (7) Given the product [CH3:28][S:29]([C:32]1[CH:33]=[C:34]([NH:38][C:25]([C:24]2[CH:23]=[N:22][N:15]3[C:16]([C:18]([F:19])([F:20])[F:21])=[CH:17][C:12]([C:4]4[CH:5]=[CH:6][C:7]([C:8]([F:10])([F:9])[F:11])=[C:2]([Cl:1])[CH:3]=4)=[N:13][C:14]=23)=[O:26])[CH:35]=[CH:36][CH:37]=1)(=[O:30])=[O:31], predict the reactants needed to synthesize it. The reactants are: [Cl:1][C:2]1[CH:3]=[C:4]([C:12]2[CH:17]=[C:16]([C:18]([F:21])([F:20])[F:19])[N:15]3[N:22]=[CH:23][C:24]([C:25](O)=[O:26])=[C:14]3[N:13]=2)[CH:5]=[CH:6][C:7]=1[C:8]([F:11])([F:10])[F:9].[CH3:28][S:29]([C:32]1[CH:33]=[C:34]([NH2:38])[CH:35]=[CH:36][CH:37]=1)(=[O:31])=[O:30].Cl. (8) Given the product [Cl:36][C:18]1[C:19]([NH:21][C:22]2[C:27]([O:28][CH:29]3[CH2:30][CH2:31][O:32][CH2:33][CH2:34]3)=[CH:26][CH:25]=[CH:24][C:23]=2[F:35])=[N:20][C:15]([NH:1][C:2]2[CH:3]=[CH:4][C:5]3[CH2:11][CH2:10][CH2:9][C:8](=[O:12])[NH:7][C:6]=3[CH:13]=2)=[N:16][CH:17]=1, predict the reactants needed to synthesize it. The reactants are: [NH2:1][C:2]1[CH:3]=[CH:4][C:5]2[CH2:11][CH2:10][CH2:9][C:8](=[O:12])[NH:7][C:6]=2[CH:13]=1.Cl[C:15]1[N:20]=[C:19]([NH:21][C:22]2[C:27]([O:28][CH:29]3[CH2:34][CH2:33][O:32][CH2:31][CH2:30]3)=[CH:26][CH:25]=[CH:24][C:23]=2[F:35])[C:18]([Cl:36])=[CH:17][N:16]=1. (9) The reactants are: C[O:2][C:3]1[CH:10]=[CH:9][C:6]([CH:7]=[O:8])=[CH:5][N:4]=1.[Cl:11][C:12]1[CH:19]=[CH:18][C:15]([CH2:16]Br)=[CH:14][CH:13]=1. Given the product [Cl:11][C:12]1[CH:19]=[CH:18][C:15]([CH2:16][N:4]2[C:3](=[O:2])[CH:10]=[CH:9][C:6]([CH:7]=[O:8])=[CH:5]2)=[CH:14][CH:13]=1, predict the reactants needed to synthesize it.